Dataset: Forward reaction prediction with 1.9M reactions from USPTO patents (1976-2016). Task: Predict the product of the given reaction. (1) Given the reactants [O:1]1[CH2:5][CH2:4][O:3][CH:2]1[CH2:6][N:7]1[CH2:12][CH2:11][CH:10]([CH2:13][CH2:14][C:15]2[C:19]3[CH:20]=[CH:21][C:22]([O:26][CH2:27][C:28]4[CH:35]=[CH:34][C:31]([C:32]#[N:33])=[CH:30][CH:29]=4)=[C:23]([CH2:24]O)[C:18]=3[O:17][N:16]=2)[CH2:9][CH2:8]1.[CH2:36]([N:38](CC)[CH2:39]C)C.CS(Cl)(=O)=O, predict the reaction product. The product is: [CH3:36][N:38]([CH2:24][C:23]1[C:18]2[O:17][N:16]=[C:15]([CH2:14][CH2:13][CH:10]3[CH2:9][CH2:8][N:7]([CH2:6][CH:2]4[O:1][CH2:5][CH2:4][O:3]4)[CH2:12][CH2:11]3)[C:19]=2[CH:20]=[CH:21][C:22]=1[O:26][CH2:27][C:28]1[CH:35]=[CH:34][C:31]([C:32]#[N:33])=[CH:30][CH:29]=1)[CH3:39]. (2) Given the reactants [CH3:1][CH:2]([CH3:30])[CH2:3][CH:4]([NH:20][C:21]1[CH:29]=[CH:28][C:24]([C:25]([OH:27])=O)=[CH:23][N:22]=1)[C:5]1[CH:10]=[CH:9][C:8]([N:11]2[CH:15]=[C:14]([C:16]([F:19])([F:18])[F:17])[CH:13]=[N:12]2)=[CH:7][CH:6]=1.F[P-](F)(F)(F)(F)F.N1(OC(N(C)C)=[N+](C)C)C2N=CC=CC=2N=N1.Cl.[NH2:56][CH2:57][CH2:58][C:59]([O:61][CH3:62])=[O:60].C(N(C(C)C)CC)(C)C, predict the reaction product. The product is: [CH3:30][CH:2]([CH3:1])[CH2:3][CH:4]([NH:20][C:21]1[CH:29]=[CH:28][C:24]([C:25]([NH:56][CH2:57][CH2:58][C:59]([O:61][CH3:62])=[O:60])=[O:27])=[CH:23][N:22]=1)[C:5]1[CH:6]=[CH:7][C:8]([N:11]2[CH:15]=[C:14]([C:16]([F:18])([F:17])[F:19])[CH:13]=[N:12]2)=[CH:9][CH:10]=1. (3) Given the reactants [I:1][C:2]1[C:10]2[C:5](=[CH:6][CH:7]=[C:8]([N+:11]([O-:13])=[O:12])[CH:9]=2)[NH:4][N:3]=1.[H-].[Na+].[C:16](Cl)([C:29]1[CH:34]=[CH:33][CH:32]=[CH:31][CH:30]=1)([C:23]1[CH:28]=[CH:27][CH:26]=[CH:25][CH:24]=1)[C:17]1[CH:22]=[CH:21][CH:20]=[CH:19][CH:18]=1.O, predict the reaction product. The product is: [I:1][C:2]1[C:10]2[C:5](=[CH:6][CH:7]=[C:8]([N+:11]([O-:13])=[O:12])[CH:9]=2)[N:4]([C:16]([C:17]2[CH:22]=[CH:21][CH:20]=[CH:19][CH:18]=2)([C:29]2[CH:30]=[CH:31][CH:32]=[CH:33][CH:34]=2)[C:23]2[CH:24]=[CH:25][CH:26]=[CH:27][CH:28]=2)[N:3]=1. (4) Given the reactants [Cl:1][C:2]1[C:7]([F:8])=[C:6]([C:9]#[N:10])[CH:5]=[CH:4][C:3]=1[CH2:11][C:12](OC)=[O:13].[BH4-].[Li+], predict the reaction product. The product is: [Cl:1][C:2]1[C:7]([F:8])=[C:6]([CH:5]=[CH:4][C:3]=1[CH2:11][CH2:12][OH:13])[C:9]#[N:10]. (5) Given the reactants C([Sn](CCCC)(CCCC)[C:6]1[N:11]=[CH:10][CH:9]=[CH:8][N:7]=1)CCC.Br[C:21]1[CH:30]=[C:29]([CH3:31])[C:28]([O:32][CH3:33])=[CH:27][C:22]=1[C:23]([O:25][CH3:26])=[O:24], predict the reaction product. The product is: [CH3:33][O:32][C:28]1[C:29]([CH3:31])=[CH:30][C:21]([C:6]2[N:7]=[CH:8][CH:9]=[CH:10][N:11]=2)=[C:22]([CH:27]=1)[C:23]([O:25][CH3:26])=[O:24]. (6) Given the reactants [CH3:1][O:2][C:3]([C@@H:5]1[CH2:9][C@H:8]([NH:10][C:11]([O:13][CH2:14][C:15]2[CH:20]=[CH:19][CH:18]=[CH:17][CH:16]=2)=[O:12])[CH2:7][N:6]1C(OC(C)(C)C)=O)=[O:4], predict the reaction product. The product is: [CH3:1][O:2][C:3]([C@@H:5]1[CH2:9][C@H:8]([NH:10][C:11]([O:13][CH2:14][C:15]2[CH:20]=[CH:19][CH:18]=[CH:17][CH:16]=2)=[O:12])[CH2:7][NH:6]1)=[O:4]. (7) Given the reactants [Si:1]([O:8][CH2:9][CH:10]1[O:15][CH2:14][CH2:13][N:12](C(OC(C)(C)C)=O)[CH2:11]1)([C:4]([CH3:7])([CH3:6])[CH3:5])([CH3:3])[CH3:2].N1C(C)=CC=CC=1C.FC(F)(F)S(O[Si](C)(C)C)(=O)=O, predict the reaction product. The product is: [Si:1]([O:8][CH2:9][CH:10]1[O:15][CH2:14][CH2:13][NH:12][CH2:11]1)([C:4]([CH3:7])([CH3:5])[CH3:6])([CH3:2])[CH3:3].